This data is from Forward reaction prediction with 1.9M reactions from USPTO patents (1976-2016). The task is: Predict the product of the given reaction. (1) Given the reactants [CH2:1]([OH:8])[C@@H:2]([C@@H:4]([CH2:6][OH:7])[OH:5])[OH:3].[CH2:9]([OH:31])[C@H:10]1[O:15][C@H:14]([O:16][C@@H:17]([C@H:22]([OH:27])[C@@H:23]([OH:26])[CH2:24][OH:25])[C@H:18]([OH:21])[CH2:19][OH:20])[C@H:13]([OH:28])[C@@H:12]([OH:29])[C@@H:11]1[OH:30], predict the reaction product. The product is: [CH2:1]([OH:8])[C@@H:2]([C@@H:4]([CH2:6][OH:7])[OH:5])[OH:3].[CH2:9]([OH:31])[C@H:10]1[O:15][C@H:14]([O:16][C@@H:17]([C@H:22]([OH:27])[C@@H:23]([OH:26])[CH2:24][OH:25])[C@H:18]([OH:21])[CH2:19][OH:20])[C@H:13]([OH:28])[C@@H:12]([OH:29])[C@@H:11]1[OH:30]. (2) Given the reactants [CH3:1][O:2][C:3]1[C:8]2=[CH:9][CH:10]=[C:11]3[C:20]([N:19]=[C:18]4[C:13]([CH:14]=[CH:15][CH:16]=[C:17]4[C:21](O)=[O:22])=[N:12]3)=[C:7]2[CH:6]=[CH:5][CH:4]=1.[OH:24][CH2:25][CH2:26][N:27]([CH2:31][CH2:32][OH:33])[CH2:28][CH2:29][NH2:30], predict the reaction product. The product is: [OH:24][CH2:25][CH2:26][N:27]([CH2:31][CH2:32][OH:33])[CH2:28][CH2:29][NH:30][C:21]([C:17]1[C:18]2[C:13](=[N:12][C:11]3[C:20]([N:19]=2)=[C:7]2[CH:6]=[CH:5][CH:4]=[C:3]([O:2][CH3:1])[C:8]2=[CH:9][CH:10]=3)[CH:14]=[CH:15][CH:16]=1)=[O:22]. (3) The product is: [OH:2][CH2:3][CH2:4][CH:5]([CH2:6][CH2:7][OH:8])[CH2:11][C:12]#[N:13]. Given the reactants C[O:2][C:3](=O)[CH2:4][CH:5]([CH2:11][C:12]#[N:13])[CH2:6][C:7](OC)=[O:8].[H-].[H-].[H-].[H-].[Li+].[Al+3].O, predict the reaction product. (4) Given the reactants C(O)(C(F)(F)F)=O.C(OC([N:15]1[CH2:20][CH2:19][CH:18]([N:21]([C:28]2[CH:33]=[CH:32][CH:31]=[CH:30][CH:29]=2)[C:22]2[CH:27]=[CH:26][CH:25]=[CH:24][CH:23]=2)[CH2:17][CH2:16]1)=O)(C)(C)C.[OH-].[Na+], predict the reaction product. The product is: [C:22]1([N:21]([C:28]2[CH:33]=[CH:32][CH:31]=[CH:30][CH:29]=2)[CH:18]2[CH2:17][CH2:16][NH:15][CH2:20][CH2:19]2)[CH:27]=[CH:26][CH:25]=[CH:24][CH:23]=1. (5) Given the reactants Br[C:2]1[CH:7]=[CH:6][C:5]([C:8]2[CH:13]=[CH:12][C:11]([CH2:14][CH2:15][C:16]3([NH:24][C:25](=[O:27])[CH3:26])[CH2:21][O:20][C:19]([CH3:23])([CH3:22])[O:18][CH2:17]3)=[CH:10][CH:9]=2)=[C:4]([F:28])[CH:3]=1.[CH3:29][C:30]1[CH:35]=[CH:34][C:33]([SH:36])=[CH:32][CH:31]=1.C(N(C(C)C)CC)(C)C.O, predict the reaction product. The product is: [F:28][C:4]1[CH:3]=[C:2]([S:36][C:33]2[CH:34]=[CH:35][C:30]([CH3:29])=[CH:31][CH:32]=2)[CH:7]=[CH:6][C:5]=1[C:8]1[CH:13]=[CH:12][C:11]([CH2:14][CH2:15][C:16]2([NH:24][C:25](=[O:27])[CH3:26])[CH2:21][O:20][C:19]([CH3:23])([CH3:22])[O:18][CH2:17]2)=[CH:10][CH:9]=1. (6) Given the reactants CS(Cl)(=O)=O.[CH3:6][C:7]1[CH:8]=[C:9]([NH:13][C:14]2[S:15][C:16]([CH2:25]O)=[C:17]([C:19]3[CH:24]=[CH:23][N:22]=[CH:21][CH:20]=3)[N:18]=2)[CH:10]=[CH:11][CH:12]=1.CCN(C(C)C)C(C)C.[NH:36]1[CH2:41][CH2:40][CH2:39][CH2:38][CH2:37]1, predict the reaction product. The product is: [CH3:6][C:7]1[CH:8]=[C:9]([NH:13][C:14]2[S:15][C:16]([CH2:25][N:36]3[CH2:41][CH2:40][CH2:39][CH2:38][CH2:37]3)=[C:17]([C:19]3[CH:24]=[CH:23][N:22]=[CH:21][CH:20]=3)[N:18]=2)[CH:10]=[CH:11][CH:12]=1.